Dataset: Full USPTO retrosynthesis dataset with 1.9M reactions from patents (1976-2016). Task: Predict the reactants needed to synthesize the given product. (1) Given the product [NH2:40][CH2:39][CH:38]1[CH2:14][CH2:13][N:12]([C:6]2[C:5]([F:9])=[CH:4][N:3]=[C:2]([NH:17][C:18]3[CH:19]=[CH:20][C:21]([N:24]4[CH2:25][CH2:26][N:27]([C:30](=[O:32])[CH3:31])[CH2:28][CH2:29]4)=[CH:22][CH:23]=3)[N:7]=2)[CH2:15][CH2:16]1, predict the reactants needed to synthesize it. The reactants are: Cl[C:2]1[N:7]=[C:6](Cl)[C:5]([F:9])=[CH:4][N:3]=1.C([N:12]([CH2:15][CH3:16])[CH2:13][CH3:14])C.[NH2:17][C:18]1[CH:23]=[CH:22][C:21]([N:24]2[CH2:29][CH2:28][N:27]([C:30](=[O:32])[CH3:31])[CH2:26][CH2:25]2)=[CH:20][CH:19]=1.C(O)CCC.[CH3:38][C:39]#[N:40]. (2) Given the product [C:1]1([O:7][C:8]2[CH:16]=[CH:15][C:11]([CH2:12][OH:13])=[C:10]([C:17]([F:18])([F:19])[F:20])[CH:9]=2)[CH:2]=[CH:3][CH:4]=[CH:5][CH:6]=1, predict the reactants needed to synthesize it. The reactants are: [C:1]1([O:7][C:8]2[CH:16]=[CH:15][C:11]([C:12](O)=[O:13])=[C:10]([C:17]([F:20])([F:19])[F:18])[CH:9]=2)[CH:6]=[CH:5][CH:4]=[CH:3][CH:2]=1.CO. (3) The reactants are: C(OC([NH:8][C:9]1[O:17][C:16]2[C:11](=[N:12][CH:13]=[C:14]([CH:18]3[CH2:23][CH2:22][O:21][CH2:20][CH2:19]3)[CH:15]=2)[C:10]=1[C:24]([NH:26][C:27]1[CH:28]=[N:29][S:30][C:31]=1[N:32]1[CH2:37][C@H:36]([C:38]([F:41])([F:40])[F:39])[CH2:35][C@H:34]([NH:42]C(=O)OC(C)(C)C)[CH2:33]1)=[O:25])=O)(C)(C)C.C(O)(C(F)(F)F)=O. Given the product [NH2:8][C:9]1[O:17][C:16]2[C:11](=[N:12][CH:13]=[C:14]([CH:18]3[CH2:23][CH2:22][O:21][CH2:20][CH2:19]3)[CH:15]=2)[C:10]=1[C:24]([NH:26][C:27]1[CH:28]=[N:29][S:30][C:31]=1[N:32]1[CH2:37][C@H:36]([C:38]([F:40])([F:41])[F:39])[CH2:35][C@H:34]([NH2:42])[CH2:33]1)=[O:25], predict the reactants needed to synthesize it.